From a dataset of Full USPTO retrosynthesis dataset with 1.9M reactions from patents (1976-2016). Predict the reactants needed to synthesize the given product. (1) Given the product [I:21][C:22]1[CH:23]=[C:24]([C:31]([C:34]2[CH:35]=[C:36]([OH:45])[CH:37]=[C:38]([O:40][C:41]([F:43])([F:44])[F:42])[CH:39]=2)([CH3:32])[CH3:33])[CH:25]=[C:26]([N+:28]([O-:30])=[O:29])[CH:27]=1, predict the reactants needed to synthesize it. The reactants are: BrC1C=C(C(C2C=C(O)C=CC=2)(C)C)C=C([N+]([O-])=O)C=1.[I:21][C:22]1[CH:27]=[C:26]([N+:28]([O-:30])=[O:29])[CH:25]=[C:24]([C:31]([C:34]2[CH:39]=[C:38]([O:40][C:41]([F:44])([F:43])[F:42])[CH:37]=[C:36]([O:45]C)[CH:35]=2)([CH3:33])[CH3:32])[CH:23]=1. (2) The reactants are: [CH2:1]([N:8]1[C:12](=[O:13])[CH2:11][CH2:10][C:9]1=[O:14])[C:2]1[CH:7]=[CH:6][CH:5]=[CH:4][CH:3]=1.[Cl-].[Cl-].[NH4+].[CH2:18]1[CH2:22]O[CH2:20][CH2:19]1. Given the product [CH2:1]([N:8]1[C:12]([CH2:20][C:19]2[CH:20]=[CH:19][C:18]([C:22]3[CH:6]=[CH:7][CH:2]=[CH:3][CH:4]=3)=[CH:22][CH:18]=2)([OH:13])[CH2:11][CH2:10][C:9]1=[O:14])[C:2]1[CH:3]=[CH:4][CH:5]=[CH:6][CH:7]=1, predict the reactants needed to synthesize it. (3) Given the product [NH2:23][C:4]1[CH:3]=[C:2]([F:1])[C:7]([CH3:8])=[CH:6][C:5]=1[S:9]([NH:12][C:13]1[CH:14]=[CH:15][CH:16]=[C:17]2[C:22]=1[N:21]=[CH:20][CH:19]=[CH:18]2)(=[O:10])=[O:11], predict the reactants needed to synthesize it. The reactants are: [F:1][C:2]1[C:7]([CH3:8])=[CH:6][C:5]([S:9]([NH:12][C:13]2[CH:14]=[CH:15][CH:16]=[C:17]3[C:22]=2[N:21]=[CH:20][CH:19]=[CH:18]3)(=[O:11])=[O:10])=[C:4]([N+:23]([O-])=O)[CH:3]=1.Cl[Sn]Cl. (4) Given the product [CH2:1]([O:8][N:9]1[C:10]2[C:11](=[CH:17][CH:18]=[CH:19][N:20]=2)[C:12]([OH:14])=[C:27]([C:22]2[CH:23]=[CH:24][CH:25]=[CH:26][N:21]=2)[C:28]1=[O:29])[C:2]1[CH:3]=[CH:4][CH:5]=[CH:6][CH:7]=1, predict the reactants needed to synthesize it. The reactants are: [CH2:1]([O:8][NH:9][C:10]1[N:20]=[CH:19][CH:18]=[CH:17][C:11]=1[C:12]([O:14]CC)=O)[C:2]1[CH:7]=[CH:6][CH:5]=[CH:4][CH:3]=1.[N:21]1[CH:26]=[CH:25][CH:24]=[CH:23][C:22]=1[CH2:27][C:28](OCC)=[O:29].[O-]CC.[Na+].CCO.Cl. (5) Given the product [C:30]([NH:29][C:26]1[CH:25]=[CH:24][C:23]([CH2:21][CH2:22][N:17]2[CH2:18][CH2:19][N:14]([C:13]3[C:7]4[O:6][C:5]([C:3]([N:2]([CH3:20])[CH3:1])=[O:4])=[CH:9][C:8]=4[CH:10]=[CH:11][CH:12]=3)[CH2:15][CH2:16]2)=[N:28][CH:27]=1)(=[O:32])[CH3:31], predict the reactants needed to synthesize it. The reactants are: [CH3:1][N:2]([CH3:20])[C:3]([C:5]1[O:6][C:7]2[C:13]([N:14]3[CH2:19][CH2:18][NH:17][CH2:16][CH2:15]3)=[CH:12][CH:11]=[CH:10][C:8]=2[CH:9]=1)=[O:4].[CH:21]([C:23]1[N:28]=[CH:27][C:26]([NH:29][C:30](=[O:32])[CH3:31])=[CH:25][CH:24]=1)=[CH2:22].